Dataset: Catalyst prediction with 721,799 reactions and 888 catalyst types from USPTO. Task: Predict which catalyst facilitates the given reaction. (1) Reactant: [F:1][C:2]1[CH:3]=[C:4]([CH2:9][C:10]([OH:12])=O)[CH:5]=[CH:6][C:7]=1[F:8].S(Cl)([Cl:15])=O. Product: [F:1][C:2]1[CH:3]=[C:4]([CH2:9][C:10]([Cl:15])=[O:12])[CH:5]=[CH:6][C:7]=1[F:8]. The catalyst class is: 26. (2) Reactant: [CH:1]1([N:4]2[CH2:9][CH2:8][CH:7]([O:10][C:11]3[CH:16]=[CH:15][C:14]([N+:17]([O-])=O)=[CH:13][N:12]=3)[CH2:6][CH2:5]2)[CH2:3][CH2:2]1. Product: [CH:1]1([N:4]2[CH2:9][CH2:8][CH:7]([O:10][C:11]3[N:12]=[CH:13][C:14]([NH2:17])=[CH:15][CH:16]=3)[CH2:6][CH2:5]2)[CH2:2][CH2:3]1. The catalyst class is: 50. (3) Reactant: [Cl:1][C:2]1[CH:12]=[C:11]([Cl:13])[C:10]([S:14](Cl)(=[O:16])=[O:15])=[CH:9][C:3]=1[C:4]([O:6][CH2:7][CH3:8])=[O:5].[F:18][C:19]1[CH:25]=[CH:24][CH:23]=[CH:22][C:20]=1[NH2:21]. Product: [Cl:1][C:2]1[CH:12]=[C:11]([Cl:13])[C:10]([S:14]([NH:21][C:20]2[CH:22]=[CH:23][CH:24]=[CH:25][C:19]=2[F:18])(=[O:16])=[O:15])=[CH:9][C:3]=1[C:4]([O:6][CH2:7][CH3:8])=[O:5]. The catalyst class is: 675. (4) Reactant: [F:1][C:2]([F:20])([F:19])[C:3]1[CH:8]=[CH:7][C:6]([C:9]2[O:13][N:12]=[CH:11][C:10]=2[C:14](OCC)=[O:15])=[CH:5][CH:4]=1.[H-].C([Al+]CC(C)C)C(C)C.Cl. Product: [F:20][C:2]([F:1])([F:19])[C:3]1[CH:4]=[CH:5][C:6]([C:9]2[O:13][N:12]=[CH:11][C:10]=2[CH2:14][OH:15])=[CH:7][CH:8]=1. The catalyst class is: 7. (5) Reactant: [Cl-].[Li+].[Br:3][C:4]1[S:8][CH:7]=[C:6]([CH:9]=O)[CH:5]=1.C(OP([CH2:19][C:20]([O:22][CH2:23][CH3:24])=[O:21])(OCC)=O)C.N12CCCN=C1CCCCC2. Product: [Br:3][C:4]1[S:8][CH:7]=[C:6](/[CH:9]=[CH:19]/[C:20]([O:22][CH2:23][CH3:24])=[O:21])[CH:5]=1. The catalyst class is: 192. (6) Reactant: [CH3:1][C:2]1[C:6]([CH2:7][N:8]2[CH:12]=[C:11]([N:13]3[C:17](=[O:18])[N:16](C(OCC)=O)[N:15]([CH3:24])[C:14]3=[O:25])[CH:10]=[N:9]2)=[C:5]([CH3:26])[O:4][N:3]=1.CN(C=O)C.C(#N)C.Cl. Product: [CH3:1][C:2]1[C:6]([CH2:7][N:8]2[CH:12]=[C:11]([N:13]3[C:14](=[O:25])[N:15]([CH3:24])[NH:16][C:17]3=[O:18])[CH:10]=[N:9]2)=[C:5]([CH3:26])[O:4][N:3]=1. The catalyst class is: 5. (7) Reactant: [CH3:1][C:2]1[CH:3]=[N:4][CH:5]=[C:6]([CH:10]=1)[C:7](O)=[O:8].O=S(Cl)Cl.Cl.[CH3:16][NH:17][O:18][CH3:19].C(N(CC)CC)C. Product: [CH3:19][O:18][N:17]([CH3:16])[C:7](=[O:8])[C:6]1[CH:10]=[C:2]([CH3:1])[CH:3]=[N:4][CH:5]=1. The catalyst class is: 4. (8) Product: [Br:1][C:2]1[CH:9]=[C:8]([NH:11][C@H:12]([CH2:16][CH:17]2[CH2:22][CH2:21][CH2:20][CH2:19][CH2:18]2)[C:13]([NH2:15])=[O:14])[CH:7]=[CH:6][C:3]=1[C:4]#[N:5]. Reactant: [Br:1][C:2]1[CH:9]=[C:8](F)[CH:7]=[CH:6][C:3]=1[C:4]#[N:5].[NH2:11][C@H:12]([CH2:16][CH:17]1[CH2:22][CH2:21][CH2:20][CH2:19][CH2:18]1)[C:13]([NH2:15])=[O:14].CCN(C(C)C)C(C)C.O. The catalyst class is: 197. (9) Reactant: C([O:8][C:9]1[C:14](=[O:15])[N:13]=[C:12]([CH2:16][C:17]2([C:22]3[CH:27]=[CH:26][C:25]([Cl:28])=[CH:24][CH:23]=3)[CH2:21][CH2:20][CH2:19][CH2:18]2)[N:11]2[CH2:29][CH2:30][N:31]([C:34]3[CH:39]=[CH:38][CH:37]=[CH:36][CH:35]=3)[C:32](=[O:33])[C:10]=12)C1C=CC=CC=1.Cl.C([O-])(O)=O.[Na+]. Product: [Cl:28][C:25]1[CH:26]=[CH:27][C:22]([C:17]2([CH2:16][C:12]3[N:11]4[CH2:29][CH2:30][N:31]([C:34]5[CH:35]=[CH:36][CH:37]=[CH:38][CH:39]=5)[C:32](=[O:33])[C:10]4=[C:9]([OH:8])[C:14](=[O:15])[N:13]=3)[CH2:21][CH2:20][CH2:19][CH2:18]2)=[CH:23][CH:24]=1. The catalyst class is: 5.